This data is from TCR-epitope binding with 47,182 pairs between 192 epitopes and 23,139 TCRs. The task is: Binary Classification. Given a T-cell receptor sequence (or CDR3 region) and an epitope sequence, predict whether binding occurs between them. (1) The epitope is YVLDHLIVV. The TCR CDR3 sequence is CASSRYYEQYF. Result: 0 (the TCR does not bind to the epitope). (2) The epitope is TEILPVSMTK. The TCR CDR3 sequence is CASSQEWGAYNEQFF. Result: 0 (the TCR does not bind to the epitope).